This data is from Forward reaction prediction with 1.9M reactions from USPTO patents (1976-2016). The task is: Predict the product of the given reaction. (1) The product is: [NH2:5][C:3](=[O:4])[C:2]([NH:1][C:22](=[O:23])[O:24][C:25]([CH3:28])([CH3:27])[CH3:26])([C:7]1[CH:12]=[CH:11][CH:10]=[C:9]([C:13]([F:14])([F:15])[F:16])[CH:8]=1)[CH3:6]. Given the reactants [NH2:1][C:2]([C:7]1[CH:12]=[CH:11][CH:10]=[C:9]([C:13]([F:16])([F:15])[F:14])[CH:8]=1)([CH3:6])[C:3]([NH2:5])=[O:4].C(=O)(O)[O-].[Na+].[C:22](O[C:22]([O:24][C:25]([CH3:28])([CH3:27])[CH3:26])=[O:23])([O:24][C:25]([CH3:28])([CH3:27])[CH3:26])=[O:23], predict the reaction product. (2) Given the reactants [O:1]1[C:6]2[CH:7]=[CH:8][CH:9]=[CH:10][C:5]=2[O:4][CH2:3][C@@H:2]1[C:11](Cl)=[O:12].Cl.[F:15][C:16]([F:30])([F:29])[C:17]1[CH:22]=[CH:21][C:20]([CH:23]2[CH2:28][CH2:27][CH2:26][NH:25][CH2:24]2)=[CH:19][CH:18]=1.C(N(CC)CC)C.Cl, predict the reaction product. The product is: [O:1]1[C:6]2[CH:7]=[CH:8][CH:9]=[CH:10][C:5]=2[O:4][CH2:3][C@@H:2]1[C:11]([N:25]1[CH2:26][CH2:27][CH2:28][C@@H:23]([C:20]2[CH:21]=[CH:22][C:17]([C:16]([F:15])([F:29])[F:30])=[CH:18][CH:19]=2)[CH2:24]1)=[O:12]. (3) Given the reactants [Cl:1][C:2]1[CH:32]=[C:31]([Cl:33])[CH:30]=[CH:29][C:3]=1[CH2:4][CH:5]1[CH2:9][CH2:8][N:7]([C@@H:10]2[CH2:15][CH2:14][C@H:13]([O:16]C(=O)C3C=CC([N+]([O-])=O)=CC=3)[CH2:12][CH2:11]2)[C:6]1=[O:28].C([O-])([O-])=O.[K+].[K+], predict the reaction product. The product is: [Cl:1][C:2]1[CH:32]=[C:31]([Cl:33])[CH:30]=[CH:29][C:3]=1[CH2:4][CH:5]1[CH2:9][CH2:8][N:7]([C@H:10]2[CH2:11][CH2:12][C@@H:13]([OH:16])[CH2:14][CH2:15]2)[C:6]1=[O:28]. (4) Given the reactants N[C:2]1[CH:10]=[CH:9][C:5]([C:6]([OH:8])=[O:7])=[C:4]([Cl:11])[CH:3]=1.N([O-])=[O:13].[Na+].O, predict the reaction product. The product is: [Cl:11][C:4]1[CH:3]=[C:2]([OH:13])[CH:10]=[CH:9][C:5]=1[C:6]([OH:8])=[O:7]. (5) Given the reactants [Br:1][C:2]1[CH:10]=[C:9]2[C:5]([CH2:6][CH2:7][C:8]2=[O:11])=[CH:4][CH:3]=1.Br[CH2:13][C:14]1[CH:19]=[CH:18][CH:17]=[CH:16][C:15]=1[CH2:20][CH2:21][CH2:22]Br.[H-].[Na+], predict the reaction product. The product is: [Br:1][C:2]1[CH:10]=[C:9]2[C:5]([CH2:6][C:7]3([CH2:22][CH2:21][CH2:20][C:15]4[CH:16]=[CH:17][CH:18]=[CH:19][C:14]=4[CH2:13]3)[C:8]2=[O:11])=[CH:4][CH:3]=1. (6) Given the reactants [N+:1]([C:4]1[CH:5]=[C:6]([C:13]([F:16])([F:15])[F:14])[CH:7]=[C:8]([CH:12]=1)[C:9]([OH:11])=[O:10])([O-:3])=[O:2].OS(O)(=O)=O.[CH3:22]O, predict the reaction product. The product is: [CH3:22][O:10][C:9](=[O:11])[C:8]1[CH:7]=[C:6]([C:13]([F:14])([F:15])[F:16])[CH:5]=[C:4]([N+:1]([O-:3])=[O:2])[CH:12]=1. (7) Given the reactants [C:1]([O:5][C:6]([N:8]1[CH2:13][CH2:12][N:11]([C:14]2[CH:19]=[CH:18][CH:17]=[CH:16][C:15]=2[C:20](O)=[O:21])[CH2:10][CH2:9]1)=[O:7])([CH3:4])([CH3:3])[CH3:2], predict the reaction product. The product is: [C:1]([O:5][C:6]([N:8]1[CH2:9][CH2:10][N:11]([C:14]2[CH:19]=[CH:18][CH:17]=[CH:16][C:15]=2[CH2:20][OH:21])[CH2:12][CH2:13]1)=[O:7])([CH3:4])([CH3:2])[CH3:3]. (8) Given the reactants C(O[C:6](=O)[N:7]([C:9]1[N:17]=[CH:16][N:15]=[C:14]2[C:10]=1[N:11]=[CH:12][N:13]2[C:18]1[CH:23]=[CH:22][C:21]([NH:24][C:25]([NH:27][C:28]2[CH:33]=[C:32]([C:34]([F:37])([F:36])[F:35])[CH:31]=[C:30]([C:38](=[O:45])[NH:39][CH:40]([CH2:43][OH:44])[CH2:41][OH:42])[CH:29]=2)=[O:26])=[CH:20][CH:19]=1)C)(C)(C)C.FC(F)(F)C(O)=O.C(=O)([O-])[O-].[K+].[K+], predict the reaction product. The product is: [OH:42][CH2:41][CH:40]([NH:39][C:38](=[O:45])[C:30]1[CH:31]=[C:32]([C:34]([F:35])([F:36])[F:37])[CH:33]=[C:28]([NH:27][C:25]([NH:24][C:21]2[CH:22]=[CH:23][C:18]([N:13]3[CH:12]=[N:11][C:10]4[C:14]3=[N:15][CH:16]=[N:17][C:9]=4[NH:7][CH3:6])=[CH:19][CH:20]=2)=[O:26])[CH:29]=1)[CH2:43][OH:44]. (9) Given the reactants [Cl:1][C:2]1[CH:7]=[CH:6][C:5]([C:8]2[N:9]=[C:10]3[CH:15]=[CH:14][C:13]([CH3:16])=[CH:12][N:11]3[C:17]=2[CH2:18][C:19](O)=[O:20])=[CH:4][CH:3]=1.[N:22]1[CH:27]=[CH:26][C:25]([CH2:28][NH:29][CH2:30][CH3:31])=[CH:24][CH:23]=1, predict the reaction product. The product is: [ClH:1].[CH2:30]([N:29]([CH2:28][C:25]1[CH:26]=[CH:27][N:22]=[CH:23][CH:24]=1)[C:19](=[O:20])[CH2:18][C:17]1[N:11]2[CH:12]=[C:13]([CH3:16])[CH:14]=[CH:15][C:10]2=[N:9][C:8]=1[C:5]1[CH:4]=[CH:3][C:2]([Cl:1])=[CH:7][CH:6]=1)[CH3:31].